Predict the product of the given reaction. From a dataset of Forward reaction prediction with 1.9M reactions from USPTO patents (1976-2016). (1) Given the reactants [C:1]([C:3]([C:20]1[S:21][C:22]([C:25]#[N:26])=[CH:23][CH:24]=1)([CH:17]([CH3:19])[CH3:18])[CH2:4][CH2:5][CH2:6][N:7]1[CH2:11][CH2:10][C@@H:9]([NH:12][CH2:13][CH2:14][C:15]#[N:16])[CH2:8]1)#[N:2].[CH:27](=O)[C:28]1[CH:33]=[CH:32][CH:31]=[CH:30][CH:29]=1.C(O)(=O)C.C(O[BH-](OC(=O)C)OC(=O)C)(=O)C.[Na+].[OH-].[Na+], predict the reaction product. The product is: [C:1]([C:3]([C:20]1[S:21][C:22]([C:25]#[N:26])=[CH:23][CH:24]=1)([CH:17]([CH3:19])[CH3:18])[CH2:4][CH2:5][CH2:6][N:7]1[CH2:11][CH2:10][C@@H:9]([N:12]([CH2:13][CH2:14][C:15]#[N:16])[CH2:27][C:28]2[CH:33]=[CH:32][CH:31]=[CH:30][CH:29]=2)[CH2:8]1)#[N:2]. (2) Given the reactants CCN(CC)CC.[Cl:8][C:9]1[CH:10]=[C:11]([C:15]2[CH:20]=[CH:19][C:18]([CH2:21][C@@H:22]([NH:29][C:30]([C:32]3[CH:41]=[CH:40][C:35]4[N:36]=[N:37][N:38]([OH:39])[C:34]=4[CH:33]=3)=[O:31])[CH2:23][C@@H:24]([OH:28])[C:25]([OH:27])=[O:26])=[CH:17][CH:16]=2)[CH:12]=[CH:13][CH:14]=1.[Cl:42][CH2:43][O:44][C:45](=[O:58])[C@@H:46]([NH:50]C(OC(C)(C)C)=O)[CH:47]([CH3:49])[CH3:48].CC(C)=O.C(O)(C(F)(F)F)=O.C(Cl)Cl, predict the reaction product. The product is: [NH2:50][C@H:46]([CH:47]([CH3:49])[CH3:48])[C:45]([O:44][CH2:43][O:39][N:38]1[C:34]2[CH:33]=[C:32]([C:30]([NH:29][C@H:22]([CH2:21][C:18]3[CH:17]=[CH:16][C:15]([C:11]4[CH:12]=[CH:13][CH:14]=[C:9]([Cl:8])[CH:10]=4)=[CH:20][CH:19]=3)[CH2:23][C@@H:24]([OH:28])[C:25]([OH:27])=[O:26])=[O:31])[CH:41]=[CH:40][C:35]=2[N:36]=[N:37]1)=[O:58].[ClH:42]. (3) The product is: [Cl:15][C:11]1[CH:12]=[C:13]2[C:8](=[CH:9][CH:10]=1)[NH:7][C:6](=[O:16])[C:5]([C@@H:3]([NH:2][C:18]1[N:23]=[C:22]([N:24]([CH:29]([CH3:31])[CH3:30])[S:25]([CH3:28])(=[O:26])=[O:27])[CH:21]=[CH:20][N:19]=1)[CH3:4])=[CH:14]2. Given the reactants Cl.[NH2:2][C@H:3]([C:5]1[C:6](=[O:16])[NH:7][C:8]2[C:13]([CH:14]=1)=[CH:12][C:11]([Cl:15])=[CH:10][CH:9]=2)[CH3:4].Cl[C:18]1[N:23]=[C:22]([N:24]([CH:29]([CH3:31])[CH3:30])[S:25]([CH3:28])(=[O:27])=[O:26])[CH:21]=[CH:20][N:19]=1.CCN(C(C)C)C(C)C, predict the reaction product. (4) Given the reactants [CH3:1][C:2]1[C:3]([N:9]2[CH2:14][CH2:13][N:12]([C:15]([C:17]3[CH:24]=[CH:23][C:22]([N:25]4[CH2:29][CH2:28][NH:27][C:26]4=[O:30])=[CH:21][C:18]=3[C:19]#[N:20])=[O:16])[CH2:11][CH2:10]2)=[N:4][CH:5]=[C:6]([CH3:8])[CH:7]=1.Br[CH2:32][CH2:33][O:34][CH3:35], predict the reaction product. The product is: [CH3:1][C:2]1[C:3]([N:9]2[CH2:10][CH2:11][N:12]([C:15]([C:17]3[CH:24]=[CH:23][C:22]([N:25]4[CH2:29][CH2:28][N:27]([CH2:32][CH2:33][O:34][CH3:35])[C:26]4=[O:30])=[CH:21][C:18]=3[C:19]#[N:20])=[O:16])[CH2:13][CH2:14]2)=[N:4][CH:5]=[C:6]([CH3:8])[CH:7]=1. (5) The product is: [C:12]([O:11][C:9]([N:1]([CH2:23][C:24]1[CH:25]=[C:26]([CH:32]=[CH:33][C:34]=1[F:35])[C:27]([OH:29])=[O:28])[C:2]([O:4][C:5]([CH3:6])([CH3:7])[CH3:8])=[O:3])=[O:10])([CH3:15])([CH3:14])[CH3:13]. Given the reactants [NH:1]([C:9]([O:11][C:12]([CH3:15])([CH3:14])[CH3:13])=[O:10])[C:2]([O:4][C:5]([CH3:8])([CH3:7])[CH3:6])=[O:3].CC(C)([O-])C.[K+].Br[CH2:23][C:24]1[CH:25]=[C:26]([CH:32]=[CH:33][C:34]=1[F:35])[C:27]([O:29]CC)=[O:28].O, predict the reaction product. (6) Given the reactants [OH:1]/[N:2]=[C:3](/[NH2:17])\[CH2:4][O:5][C:6]1[CH:7]=[C:8]2[C:13](=[CH:14][CH:15]=1)[NH:12][C:11](=[O:16])[CH2:10][CH2:9]2.[Cl:18][C:19]1[CH:20]=[C:21]([NH:26][C:27]#N)[CH:22]=[CH:23][C:24]=1[Cl:25].C(O)C.Cl, predict the reaction product. The product is: [Cl:18][C:19]1[CH:20]=[C:21]([NH:26][C:27]2[O:1][N:2]=[C:3]([CH2:4][O:5][C:6]3[CH:7]=[C:8]4[C:13](=[CH:14][CH:15]=3)[NH:12][C:11](=[O:16])[CH2:10][CH2:9]4)[N:17]=2)[CH:22]=[CH:23][C:24]=1[Cl:25]. (7) The product is: [CH2:36]([O:30][C:29](=[O:31])[C:28]1[CH:32]=[CH:33][C:25]([NH:24][C:22]([C:19]2[CH:20]=[C:21]3[C:16]([CH2:15][CH2:14][CH2:13][N:12]3[S:9]([C:4]3[CH:5]=[C:6]([Cl:8])[CH:7]=[C:2]([Cl:1])[CH:3]=3)(=[O:11])=[O:10])=[CH:17][CH:18]=2)=[O:23])=[CH:26][C:27]=1[F:34])[CH3:41]. Given the reactants [Cl:1][C:2]1[CH:3]=[C:4]([S:9]([N:12]2[C:21]3[C:16](=[CH:17][CH:18]=[C:19]([C:22]([NH:24][C:25]4[CH:33]=[CH:32][C:28]([C:29]([OH:31])=[O:30])=[C:27]([F:34])[CH:26]=4)=[O:23])[CH:20]=3)[CH2:15][CH2:14][CH2:13]2)(=[O:11])=[O:10])[CH:5]=[C:6]([Cl:8])[CH:7]=1.Cl[C:36]1C=C(S(Cl)(=O)=O)C=C(Cl)[CH:41]=1, predict the reaction product. (8) Given the reactants Br[C:2]1[CH:3]=[N:4][C:5]([Cl:8])=[N:6][CH:7]=1.[CH2:9]([NH:11][C:12]([NH:14][C:15]1[S:16][C:17]2[C:23]([C:24]3[CH:29]=[CH:28][CH:27]=[CH:26][N:25]=3)=[CH:22][C:21](C3C=NC(B(O)O)=NC=3)=[CH:20][C:18]=2[N:19]=1)=[O:13])[CH3:10].[O-]P([O-])([O-])=O.[K+].[K+].[K+], predict the reaction product. The product is: [Cl:8][C:5]1[N:4]=[CH:3][C:2]([C:21]2[CH:22]=[C:23]([C:24]3[CH:29]=[CH:28][CH:27]=[CH:26][N:25]=3)[C:17]3[S:16][C:15]([NH:14][C:12]([NH:11][CH2:9][CH3:10])=[O:13])=[N:19][C:18]=3[CH:20]=2)=[CH:7][N:6]=1.